From a dataset of Full USPTO retrosynthesis dataset with 1.9M reactions from patents (1976-2016). Predict the reactants needed to synthesize the given product. (1) Given the product [CH3:1][N:2]1[C:10]2[C:5](=[CH:6][CH:7]=[CH:8][CH:9]=2)[C:4]([CH2:11][NH:12][CH3:13])=[C:3]1[CH3:14], predict the reactants needed to synthesize it. The reactants are: [CH3:1][N:2]1[C:10]2[C:5](=[CH:6][CH:7]=[CH:8][CH:9]=2)[C:4]([CH:11]=[N:12][CH3:13])=[C:3]1[CH3:14].[BH4-].[Na+]. (2) Given the product [CH3:1][O:2][C:3]1[CH:12]=[C:11]2[C:6]([C:7]([CH3:14])=[CH:8][C:9](=[O:13])[N:10]2[CH2:22][CH2:23][C:24]2([C:34]#[N:35])[CH2:33][CH2:32][C:27]3([O:28][CH2:29][CH2:30][O:31]3)[CH2:26][CH2:25]2)=[CH:5][CH:4]=1, predict the reactants needed to synthesize it. The reactants are: [CH3:1][O:2][C:3]1[CH:12]=[C:11]2[C:6]([C:7]([CH3:14])=[CH:8][C:9](=[O:13])[NH:10]2)=[CH:5][CH:4]=1.[H-].[Na+].CS(O[CH2:22][CH2:23][C:24]1([C:34]#[N:35])[CH2:33][CH2:32][C:27]2([O:31][CH2:30][CH2:29][O:28]2)[CH2:26][CH2:25]1)(=O)=O.C(=O)([O-])[O-].[K+].[K+]. (3) Given the product [Cl:16][CH2:9][C:7]1[N:3]([S:11]([CH3:10])(=[O:13])=[O:12])[CH:4]=[CH:6][CH:8]=1, predict the reactants needed to synthesize it. The reactants are: CC[N:3]([CH:7]([CH3:9])[CH3:8])[CH:4]([CH3:6])C.[CH3:10][S:11](Cl)(=[O:13])=[O:12].C(Cl)[Cl:16]. (4) The reactants are: [Cl:1][C:2]1[CH:3]=[N+:4]([O-:50])[CH:5]=[C:6]([Cl:49])[C:7]=1[CH2:8][C@@H:9]([C:34]1[CH:39]=[CH:38][C:37]([O:40][CH:41]([F:43])[F:42])=[C:36]([O:44][CH2:45][CH:46]2[CH2:48][CH2:47]2)[CH:35]=1)[O:10][C:11](=[O:33])[CH2:12][O:13]C(C1C=CC=CC=1)(C1C=CC=CC=1)C1C=CC=CC=1.O. Given the product [Cl:49][C:6]1[CH:5]=[N+:4]([O-:50])[CH:3]=[C:2]([Cl:1])[C:7]=1[CH2:8][C@@H:9]([C:34]1[CH:39]=[CH:38][C:37]([O:40][CH:41]([F:43])[F:42])=[C:36]([O:44][CH2:45][CH:46]2[CH2:48][CH2:47]2)[CH:35]=1)[O:10][C:11](=[O:33])[CH2:12][OH:13], predict the reactants needed to synthesize it. (5) Given the product [F:4][C:5]1[CH:6]=[CH:7][C:8]([C@H:11]2[N:16]3[C:17](=[O:30])/[C:18](=[CH:36]/[C:35]4[CH:38]=[CH:39][C:40]([N:41]5[CH:45]=[C:44]([CH3:46])[N:43]=[CH:42]5)=[C:33]([O:32][CH3:31])[CH:34]=4)/[CH2:19][CH2:20][CH2:21][C@H:15]3[CH2:14][CH2:13][CH2:12]2)=[CH:9][CH:10]=1, predict the reactants needed to synthesize it. The reactants are: O.[OH-].[Li+].[F:4][C:5]1[CH:10]=[CH:9][C:8]([C@@H:11]2[N:16]3[C:17](=[O:30])[CH:18](P(=O)(OCC)OCC)[CH2:19][CH2:20][CH2:21][C@@H:15]3[CH2:14][CH2:13][CH2:12]2)=[CH:7][CH:6]=1.[CH3:31][O:32][C:33]1[CH:34]=[C:35]([CH:38]=[CH:39][C:40]=1[N:41]1[CH:45]=[C:44]([CH3:46])[N:43]=[CH:42]1)[CH:36]=O.C(OCC)(=O)C. (6) Given the product [O:28]1[CH2:29][CH2:30][CH:26]([NH:25][C:3]([C:5]2[NH:6][N:7]=[C:8]([O:10][CH2:11][C:12]3[C:13]([C:18]4[CH:23]=[CH:22][C:21]([F:24])=[CH:20][N:19]=4)=[N:14][O:15][C:16]=3[CH3:17])[CH:9]=2)=[O:4])[CH2:27]1, predict the reactants needed to synthesize it. The reactants are: CO[C:3]([C:5]1[NH:6][N:7]=[C:8]([O:10][CH2:11][C:12]2[C:13]([C:18]3[CH:23]=[CH:22][C:21]([F:24])=[CH:20][N:19]=3)=[N:14][O:15][C:16]=2[CH3:17])[CH:9]=1)=[O:4].[NH2:25][CH:26]1[CH2:30][CH2:29][O:28][CH2:27]1.